This data is from Forward reaction prediction with 1.9M reactions from USPTO patents (1976-2016). The task is: Predict the product of the given reaction. (1) Given the reactants C[C:2]1([CH3:42])[C:28]2[C:23](=[C:24](P(C3C=CC=CC=3)C3C=CC=CC=3)[CH:25]=[CH:26][CH:27]=2)OC2C(P(C3C=CC=CC=3)C3C=CC=CC=3)=CC=C[C:3]1=2.P([O-])([O-])([O-])=O.[K+].[K+].[K+].[NH2:51][C:52]1[CH:57]=[CH:56][C:55]([S:58][CH2:59][C:60]2[CH:65]=[CH:64][CH:63]=[CH:62][CH:61]=2)=[CH:54][C:53]=1/[CH:66]=[CH:67]/[C:68]([O:70][CH2:71][CH3:72])=[O:69].C(Cl)[Cl:74], predict the reaction product. The product is: [CH2:59]([S:58][C:55]1[CH:56]=[CH:57][C:52]([NH:51][C:27]2[CH:26]=[CH:25][C:24]([Cl:74])=[CH:23][C:28]=2[CH:2]2[CH2:3][CH2:42]2)=[C:53](/[CH:66]=[CH:67]/[C:68]([O:70][CH2:71][CH3:72])=[O:69])[CH:54]=1)[C:60]1[CH:65]=[CH:64][CH:63]=[CH:62][CH:61]=1. (2) Given the reactants Cl.[CH3:2][C:3]1[O:7][C:6]([C:8]2[CH:16]=[CH:15][C:11]([C:12](O)=[O:13])=[CH:10][CH:9]=2)=[N:5][C:4]=1[CH2:17][S:18]([C:21]1[CH:26]=[CH:25][C:24]([CH2:27][CH2:28][CH2:29][N:30]2[CH2:35][CH2:34][O:33][CH2:32][CH2:31]2)=[CH:23][CH:22]=1)(=[O:20])=[O:19].CCN=C=NCCCN(C)C.C1C=CC2N(O)N=NC=2C=1.C(N(CC)CC)C.[N:64]1[CH:69]=[CH:68][CH:67]=[C:66]([CH2:70][NH2:71])[CH:65]=1, predict the reaction product. The product is: [CH3:2][C:3]1[O:7][C:6]([C:8]2[CH:9]=[CH:10][C:11]([C:12]([NH:71][CH2:70][C:66]3[CH:65]=[N:64][CH:69]=[CH:68][CH:67]=3)=[O:13])=[CH:15][CH:16]=2)=[N:5][C:4]=1[CH2:17][S:18]([C:21]1[CH:22]=[CH:23][C:24]([CH2:27][CH2:28][CH2:29][N:30]2[CH2:35][CH2:34][O:33][CH2:32][CH2:31]2)=[CH:25][CH:26]=1)(=[O:20])=[O:19]. (3) Given the reactants S[C:2]1[O:3][C:4]2[CH:10]=[CH:9][C:8]([N+:11]([O-:13])=[O:12])=[CH:7][C:5]=2[N:6]=1.CN(C=O)C.S(Cl)([Cl:21])=O, predict the reaction product. The product is: [Cl:21][C:2]1[O:3][C:4]2[CH:10]=[CH:9][C:8]([N+:11]([O-:13])=[O:12])=[CH:7][C:5]=2[N:6]=1. (4) Given the reactants [C:1]([O:5][C:6]([N:8]1[CH2:14][CH2:13][C:12]2[C:15]([OH:20])=[C:16]([Cl:19])[CH:17]=[CH:18][C:11]=2[CH2:10][CH2:9]1)=[O:7])([CH3:4])([CH3:3])[CH3:2].C(=O)([O-])[O-].[K+].[K+].[C:27]([C:29]1[CH:36]=[CH:35][C:32]([CH2:33]Br)=[CH:31][CH:30]=1)#[N:28], predict the reaction product. The product is: [C:1]([O:5][C:6]([N:8]1[CH2:14][CH2:13][C:12]2[C:15]([O:20][CH2:33][C:32]3[CH:35]=[CH:36][C:29]([C:27]#[N:28])=[CH:30][CH:31]=3)=[C:16]([Cl:19])[CH:17]=[CH:18][C:11]=2[CH2:10][CH2:9]1)=[O:7])([CH3:4])([CH3:2])[CH3:3]. (5) Given the reactants [Cl:1][C:2]1[CH:3]=[C:4]([C:8]2[C:17]3[C:12](=[CH:13][CH:14]=[C:15]([CH:18]([C:21]4[CH:26]=[CH:25][C:24]([I:27])=[CH:23][CH:22]=4)[C:19]#[N:20])[CH:16]=3)[N:11]=[C:10]([NH:28][NH2:29])[N:9]=2)[CH:5]=[CH:6][CH:7]=1.Cl.C1COCC1.[N:36]([O-])=O.[Na+], predict the reaction product. The product is: [Cl:1][C:2]1[CH:3]=[C:4]([C:8]2[C:17]3[C:12](=[CH:13][CH:14]=[C:15]([CH:18]([C:21]4[CH:26]=[CH:25][C:24]([I:27])=[CH:23][CH:22]=4)[C:19]#[N:20])[CH:16]=3)[N:11]3[N:36]=[N:29][N:28]=[C:10]3[N:9]=2)[CH:5]=[CH:6][CH:7]=1. (6) Given the reactants O=[C:2]([CH2:8][CH3:9])[CH2:3][C:4]([O:6][CH3:7])=[O:5].[NH2:10][C:11]1[CH:16]=[CH:15][CH:14]=[CH:13][CH:12]=1, predict the reaction product. The product is: [C:11]1([NH:10]/[C:2](/[CH2:8][CH3:9])=[CH:3]\[C:4]([O:6][CH3:7])=[O:5])[CH:16]=[CH:15][CH:14]=[CH:13][CH:12]=1.